Dataset: Reaction yield outcomes from USPTO patents with 853,638 reactions. Task: Predict the reaction yield, written as a fraction of the theoretical maximum amount of product (1.0 means a 100% yield; for example, 0.34 means a 34% yield). (1) The catalyst is C1COCC1.CO. The yield is 0.260. The reactants are [O:1]1[CH2:6][CH2:5][CH:4]([C:7]([N:9]2[CH2:15][C:14]3[CH:16]=[CH:17][C:18]([C:20]([O:22]C)=O)=[CH:19][C:13]=3[O:12][CH2:11][CH:10]2[CH:24]2[CH2:29][CH2:28][O:27][CH2:26][CH2:25]2)=[O:8])[CH2:3][CH2:2]1.[NH2:30][OH:31].[OH-].[Na+]. The product is [OH:31][NH:30][C:20]([C:18]1[CH:17]=[CH:16][C:14]2[CH2:15][N:9]([C:7]([CH:4]3[CH2:3][CH2:2][O:1][CH2:6][CH2:5]3)=[O:8])[CH:10]([CH:24]3[CH2:25][CH2:26][O:27][CH2:28][CH2:29]3)[CH2:11][O:12][C:13]=2[CH:19]=1)=[O:22]. (2) The reactants are [F:1][C:2]1([F:8])[CH2:4][CH:3]1[C:5](O)=[O:6].O1CCCC1.C(Cl)(=O)C(Cl)=O.Cl.[NH2:21][C:22]1[N:23]=[C:24]2[CH:29]=[CH:28][C:27]([O:30][C:31]3[CH:32]=[CH:33][C:34]([CH3:47])=[C:35]([NH:37][C:38]([C:40]4[N:44]([CH3:45])[N:43]=[C:42]([CH3:46])[CH:41]=4)=[O:39])[CH:36]=3)=[N:26][N:25]2[CH:48]=1. The catalyst is CN(C)C=O.CN(C)C(=O)C. The product is [F:1][C:2]1([F:8])[CH2:4][CH:3]1[C:5]([NH:21][C:22]1[N:23]=[C:24]2[CH:29]=[CH:28][C:27]([O:30][C:31]3[CH:32]=[CH:33][C:34]([CH3:47])=[C:35]([NH:37][C:38]([C:40]4[N:44]([CH3:45])[N:43]=[C:42]([CH3:46])[CH:41]=4)=[O:39])[CH:36]=3)=[N:26][N:25]2[CH:48]=1)=[O:6]. The yield is 0.730. (3) The reactants are [CH2:1]([NH:4][C:5]([C:7]1[S:11][C:10]([C:12]2[CH:17]=[CH:16][N:15]=[CH:14][CH:13]=2)=[N:9][C:8]=1[CH2:18][C:19]1[CH:24]=[CH:23][C:22]([Cl:25])=[CH:21][CH:20]=1)=O)[CH:2]=[CH2:3].P(Cl)(Cl)(Cl)(Cl)Cl.Cl.O1CCOCC1.CO[CH:41](OC)[CH2:42][NH2:43]. The yield is 0.620. The product is [CH2:1]([N:4]1[CH:41]=[CH:42][N:43]=[C:5]1[C:7]1[S:11][C:10]([C:12]2[CH:17]=[CH:16][N:15]=[CH:14][CH:13]=2)=[N:9][C:8]=1[CH2:18][C:19]1[CH:24]=[CH:23][C:22]([Cl:25])=[CH:21][CH:20]=1)[CH:2]=[CH2:3]. The catalyst is C(Cl)Cl. (4) The reactants are [NH2:1][C:2]1[N:6]([CH2:7][C:8]2[CH:13]=[CH:12][C:11]([O:14][CH3:15])=[CH:10][CH:9]=2)[N:5]=[CH:4][C:3]=1[C:16]([O:18][CH2:19][CH3:20])=[O:17].C([O-])([O-])=O.[K+].[K+].[CH2:27]([O:29][C:30](=[O:35])[CH2:31][CH2:32][CH2:33]Br)[CH3:28].O. The catalyst is CN1C(=O)CCC1. The product is [CH2:27]([O:29][C:30](=[O:35])[CH2:31][CH2:32][CH2:33][NH:1][C:2]1[N:6]([CH2:7][C:8]2[CH:9]=[CH:10][C:11]([O:14][CH3:15])=[CH:12][CH:13]=2)[N:5]=[CH:4][C:3]=1[C:16]([O:18][CH2:19][CH3:20])=[O:17])[CH3:28]. The yield is 0.830. (5) The reactants are Cl[C:2]1[N:10]=[C:9]([Cl:11])[CH:8]=[CH:7][C:3]=1[C:4]([NH2:6])=[O:5].BrC1C=CC(O[CH:18]2[CH2:27][CH2:26][C:21]3(OCCO3)[CH2:20][CH2:19]2)=CC=1.[C:30]([O-:33])([O-])=[O:31].[Cs+].[Cs+].[CH3:36]OCCOC.O. The catalyst is C1C=CC(P(C2C=CC=CC=2)[C-]2C=CC=C2)=CC=1.C1C=CC(P(C2C=CC=CC=2)[C-]2C=CC=C2)=CC=1.Cl[Pd]Cl.[Fe+2]. The product is [C:4]([C:3]1[C:2]([C:21]2[CH:20]=[CH:19][C:18]([C:30]([O:33][CH3:36])=[O:31])=[CH:27][CH:26]=2)=[N:10][C:9]([Cl:11])=[CH:8][CH:7]=1)(=[O:5])[NH2:6]. The yield is 0.670. (6) The reactants are [F:1][C:2]1[CH:7]=[CH:6][C:5]([C:8]2[C:9]3[CH:21]=[CH:20][C:19](=[O:22])[N:18]([C:23]4[CH:28]=[CH:27][CH:26]=[CH:25][C:24]=4[CH3:29])[C:10]=3[N:11]=[C:12](S(C)(=O)=O)[N:13]=2)=[C:4]([CH3:30])[CH:3]=1.[NH2:31][C:32]([CH3:36])([CH3:35])[CH2:33][OH:34]. No catalyst specified. The product is [F:1][C:2]1[CH:7]=[CH:6][C:5]([C:8]2[C:9]3[CH:21]=[CH:20][C:19](=[O:22])[N:18]([C:23]4[CH:28]=[CH:27][CH:26]=[CH:25][C:24]=4[CH3:29])[C:10]=3[N:11]=[C:12]([NH:31][C:32]([CH3:36])([CH3:35])[CH2:33][OH:34])[N:13]=2)=[C:4]([CH3:30])[CH:3]=1. The yield is 0.110. (7) The reactants are C(OC([NH:8][C:9]1[N:14]=[CH:13][C:12]([C:15]2[C:24]([N:25]([CH:27]([CH3:29])[CH3:28])[CH3:26])=[N:23][C:22]3[C:17](=[CH:18][CH:19]=[C:20]([C:30]([OH:32])=[O:31])[CH:21]=3)[N:16]=2)=[CH:11][CH:10]=1)=O)(C)(C)C.C(O)(C(F)(F)F)=O. The catalyst is ClCCl. The product is [NH2:8][C:9]1[N:14]=[CH:13][C:12]([C:15]2[C:24]([N:25]([CH:27]([CH3:29])[CH3:28])[CH3:26])=[N:23][C:22]3[C:17](=[CH:18][CH:19]=[C:20]([C:30]([OH:32])=[O:31])[CH:21]=3)[N:16]=2)=[CH:11][CH:10]=1. The yield is 0.780.